Dataset: Reaction yield outcomes from USPTO patents with 853,638 reactions. Task: Predict the reaction yield, written as a fraction of the theoretical maximum amount of product (1.0 means a 100% yield; for example, 0.34 means a 34% yield). The yield is 0.710. The product is [C:1]([O:5][C:6]([C:8]1[C:9]([O:26][S:36]([C:39]([F:42])([F:41])[F:40])(=[O:38])=[O:37])=[N:10][C:11]2[C:16]([C:17]=1[C:18]1[CH:23]=[CH:22][CH:21]=[C:20]([Cl:24])[CH:19]=1)=[CH:15][C:14]([Cl:25])=[CH:13][CH:12]=2)=[O:7])([CH3:4])([CH3:2])[CH3:3]. The catalyst is CN(C=O)C. The reactants are [C:1]([O:5][C:6]([C:8]1[C:9]([OH:26])=[N:10][C:11]2[C:16]([C:17]=1[C:18]1[CH:23]=[CH:22][CH:21]=[C:20]([Cl:24])[CH:19]=1)=[CH:15][C:14]([Cl:25])=[CH:13][CH:12]=2)=[O:7])([CH3:4])([CH3:3])[CH3:2].[H-].[Na+].C1C=CC(N([S:36]([C:39]([F:42])([F:41])[F:40])(=[O:38])=[O:37])[S:36]([C:39]([F:42])([F:41])[F:40])(=[O:38])=[O:37])=CC=1.